From a dataset of Experimentally validated miRNA-target interactions with 360,000+ pairs, plus equal number of negative samples. Binary Classification. Given a miRNA mature sequence and a target amino acid sequence, predict their likelihood of interaction. (1) The miRNA is hsa-miR-2114-3p with sequence CGAGCCUCAAGCAAGGGACUU. The protein sequence of the target gene is MPKSGFTKPIQSENSDSDSNMVEKPYGRKSKDKIASYSKTPKIERSDVSKEMKEKSSMKRKLPFTISPSRNEERDSDTDSDPGHTSENWGERLISSYRTYSEKEGPEKKKTKKEAGNKKSTPVSILFGYPLSERKQMALLMQMTARDNSPDSTPNHPSQTTPAQKKTPSSSSRQKDKVNKRNERGETPLHMAAIRGDVKQVKELISLGANVNVKDFAGWTPLHEACNVGYYDVAKILIAAGADVNTQGLDDDTPLHDSASSGHRDIVKLLLRHGGNPFQANKHGERPVDVAETEELELLL.... Result: 0 (no interaction). (2) The miRNA is hsa-miR-211-5p with sequence UUCCCUUUGUCAUCCUUCGCCU. The protein sequence of the target gene is MASGSAGKPTGEAASPAPASAIGGASSQPRKRLVSVCDHCKGKMQLVADLLLLSSEARPVLFEGPASSGAGAESFEQCRDTIIARTKGLSILTHDVQSQLNMGRFGEAGDSLVELGDLVVSLTECSAHAAYLAAVATPGAQPAQPGLVDRYRVTRCRHEVEQGCAVLRATPLADMTPQLLLEVSQGLSRNLKFLTDACALASDKSRDRFSREQFKLGVKCMSTSASALLACVREVKVAPSELARSRCALFSGPLVQAVSALVGFATEPQFLGRAAAVSAEGKAVQTAILGGAMSVVSACV.... Result: 1 (interaction). (3) The miRNA is hsa-let-7b-3p with sequence CUAUACAACCUACUGCCUUCCC. The protein sequence of the target gene is MDTKRCFANRFDDYQGSLLAGQCEEAVAPLVTATIERILQELPPLGGGAEARGATAGASACQGGLYGGVAGVAYMLYHVSQSPLFATARERYLRSAKRLIDACARAEEWGEPDADTRAAFLLGGAGVYAVATLVYHALGRSDYVQPLGKFRALCAVCAPVSFLECGSDELFVGRAGYLCAALVLKQKLAQEVLTPAQIKSICQAILDSGKQYAIKKRKPFPLMYSYYGTEYLGAAHGLSSILQMLLSYHEHLKPSDRELVWQSVDFLMEQEQNCNWPPELGETIERENELVHWCHGAPGI.... Result: 1 (interaction). (4) The miRNA is hsa-miR-148b-3p with sequence UCAGUGCAUCACAGAACUUUGU. The protein sequence of the target gene is MAGERTRRFTRSLLRPGQAAELRHSAASAAAVAVSSRQQQRQEKPRLLEPLDYETVIEELEKTYRNDPLQDLLFFPSDDFSAATVSWDIRTLYSTVPEDAEHKAENLLVKEACKFYSSQWHVVNYKYEQYSGDIRQLPRAEYKPEKLPSHSFEIDHEDADKDEDTTSHSSSKGGGGAGGTGVFKSGWLYKGNFNSTVNNTVTVRSFKKRYFQLTQLPDNSYIMNFYKDEKISKEPKGCIFLDSCTGVVQNNRLRKYAFELKMNDLTYFVLAAETESDMDEWIHTLNRILQISPEGPLQGR.... Result: 0 (no interaction). (5) The miRNA is hsa-miR-5194 with sequence UGAGGGGUUUGGAAUGGGAUGG. The protein sequence of the target gene is MVNPTVFFDITADGEPLGRVCFELFADKVPKTAENFRALSTGEKGFGYKGSSFHRIIPGFMCQGGDFTRHNGTGGKSIYGEKFEDENFILKHTGPGILSMANAGPNTNGSQFFICTAKTEWLDGKHVVFGKVKEGMSIVEAMERFGSRNGKTSKKITISDCGQL. Result: 0 (no interaction). (6) The miRNA is hsa-miR-7161-5p with sequence UAAAGACUGUAGAGGCAACUGGU. The protein sequence of the target gene is MALADSARGLPNGGGGGGGSGSSSSSAEPPLFPDIVELNVGGQVYVTRRCTVVSVPDSLLWRMFTQQQPQELARDSKGRFFLDRDGFFFRYILDYLRDLQLVLPDYFPERSRLQREAEYFELPELVRRLGAPQQPGPGPPPPHSRRGVHKEGSLGDELLPLGYAEPEPQEGASAGAPSPTLELASRSPSGGAAGPLLTPSQSLDGSRRSGYITIGYRGSYTIGRDAQADAKFRRVARITVCGKTSLAKEVFGDTLNESRDPDRPPERYTSRYYLKFNFLEQAFDKLSESGFHMVACSSTG.... Result: 0 (no interaction). (7) The protein sequence of the target gene is MKKLQEAHLRKPITPDLLMTPSDQGDVDLDVDFAADRGNWTGKLDFLLSCIGYCVGLGNVWRFPYRAYTNGGGAFLVPYFLMLAICGIPLFFLELSLGQFSSLGPLAVWKISPLFKGAGAAMLLIVGLVAIYYNMIIAYVLFYLFASLTSNLPWEHCGNWWNTELCLEHRGPKSGNGVLPLNLSSTVSPSEEYWSRYVLHIQGSQGIGRPGEIRWNLCLCLLLAWVIVFLCILKGVKSSGKVVYFTATFPYLILLMLLVRGVTLPGAWKGIQFYLTPQFHHLLSSKVWIEAALQIFYSLG.... Result: 1 (interaction). The miRNA is mmu-miR-297a-5p with sequence AUGUAUGUGUGCAUGUGCAUGU. (8) The miRNA is mmu-miR-1264-3p with sequence CAAAUCUUAUUUGAGCACCUGU. The protein sequence of the target gene is MTTEVGSASEVKKGSDQAGADASKEKAKEVENEQTPVSEPEEEKGSQPGPPVERQSTPRLRKRGKDPSENRGISRFIPPWLKKQRSYNLVVAKDGGDKKEPTQADVEDQILGKEESLPEEESRAKGDAEEMAQRKHLEVQVEVREAKPALKSSVETQPAEEVRKDKEETIQDTQEEKLEGGAAKRETKEVQTSELKAEVASQKATKKTKTVLAKVTLLDGTEYSCDLEKRAKGQVLFDRVCEHLNLLEKDYFGLLFQDHPEQKNWLDPAKEIKRQLKNLPWLFTFNVKFYPPDPSQLTED.... Result: 0 (no interaction). (9) The miRNA is hsa-miR-515-5p with sequence UUCUCCAAAAGAAAGCACUUUCUG. The protein sequence of the target gene is MCIIFFKFDPRPVSKNAYRLILAANRDEFYSRPSKLADFWGNNNEILSGLDMEEGKEGGTWLGISTRGKLAALTNYLQPQLDWQARGRGELVTHFLTTDVDSLSYLKKVSMEGHLYNGFNLIAADLSTAKGDVICYYGNRGEPDPIVLTPGTYGLSNALLETPWRKLCFGKQLFLEAVERSQALPKDVLIASLLDVLNNEEAQLPDPAIEDQGGEYVQPMLSKYAAVCVRCPGYGTRTNTIILVDADGHVTFTERSMMDKDLSHWETRTYEFTLQS. Result: 1 (interaction). (10) The miRNA is hsa-miR-6125 with sequence GCGGAAGGCGGAGCGGCGGA. The protein sequence of the target gene is MENPSPAAALGKALCALLLATLGAAGQPLGGESICSARALAKYSITFTGKWSQTAFPKQYPLFRPPAQWSSLLGAAHSSDYSMWRKNQYVSNGLRDFAERGEAWALMKEIEAAGEALQSVHEVFSAPAVPSGTGQTSAELEVQRRHSLVSFVVRIVPSPDWFVGVDSLDLCDGDRWREQAALDLYPYDAGTDSGFTFSSPNFATIPQDTVTEITSSSPSHPANSFYYPRLKALPPIARVTLVRLRQSPRAFIPPAPVLPSRDNEIVDSASVPETPLDCEVSLWSSWGLCGGHCGRLGTKS.... Result: 0 (no interaction).